The task is: Predict the product of the given reaction.. This data is from Forward reaction prediction with 1.9M reactions from USPTO patents (1976-2016). (1) Given the reactants [Br:1][C:2]1[CH:7]=[CH:6][C:5]([CH2:8][C:9]([OH:11])=O)=[C:4]([Cl:12])[CH:3]=1.[CH3:13][N:14]1[C:19]2[CH:20]=[CH:21][CH:22]=[CH:23][C:18]=2[O:17][CH2:16][C:15]1=[O:24].[Al+3].[Cl-].[Cl-].[Cl-], predict the reaction product. The product is: [Br:1][C:2]1[CH:7]=[CH:6][C:5]([CH2:8][C:9]([C:21]2[CH:22]=[CH:23][C:18]3[O:17][CH2:16][C:15](=[O:24])[N:14]([CH3:13])[C:19]=3[CH:20]=2)=[O:11])=[C:4]([Cl:12])[CH:3]=1. (2) Given the reactants [O:1]1[C:5]2([CH2:10][CH2:9][CH:8]([CH:11]([NH:16][S:17]([C:20]3[CH:25]=[CH:24][C:23]([C:26]4[CH:31]=[CH:30][C:29]([O:32][CH3:33])=[CH:28][CH:27]=4)=[CH:22][CH:21]=3)(=[O:19])=[O:18])[C:12]([O:14]C)=[O:13])[CH2:7][CH2:6]2)[O:4][CH2:3][CH2:2]1.C(N(CC)CC)C.COC1C=CC(C2C=CC(S(Cl)(=O)=O)=CC=2)=CC=1, predict the reaction product. The product is: [O:1]1[C:5]2([CH2:6][CH2:7][CH:8]([CH:11]([NH:16][S:17]([C:20]3[CH:25]=[CH:24][C:23]([C:26]4[CH:27]=[CH:28][C:29]([O:32][CH3:33])=[CH:30][CH:31]=4)=[CH:22][CH:21]=3)(=[O:19])=[O:18])[C:12]([OH:14])=[O:13])[CH2:9][CH2:10]2)[O:4][CH2:3][CH2:2]1. (3) The product is: [C:20]([O:24][C:25]([N:27]1[CH2:33][CH2:32][C:31]2[CH:34]=[C:35](/[CH:55]=[CH:54]/[C:53]([O:57][CH3:58])=[O:56])[CH:36]=[CH:37][C:30]=2[CH2:29][CH2:28]1)=[O:26])([CH3:23])([CH3:22])[CH3:21]. Given the reactants P(C(C)(C)C)(C(C)(C)C)C(C)(C)C.[H+].[B-](F)(F)(F)F.[C:20]([O:24][C:25]([N:27]1[CH2:33][CH2:32][C:31]2[CH:34]=[C:35](Br)[CH:36]=[CH:37][C:30]=2[CH2:29][CH2:28]1)=[O:26])([CH3:23])([CH3:22])[CH3:21].CN(C1CCCCC1)C1CCCCC1.[C:53]([O:57][CH3:58])(=[O:56])[CH:54]=[CH2:55], predict the reaction product. (4) Given the reactants Cl[C:2]1[C:11]2[C:6](=[CH:7][CH:8]=[C:9]([O:12][CH3:13])[CH:10]=2)[C:5]([N+:14]([O-:16])=[O:15])=[C:4]([C:17]2[CH:22]=[CH:21][C:20]([O:23][CH3:24])=[CH:19][CH:18]=2)[N:3]=1.[NH3:25], predict the reaction product. The product is: [NH2:25][C:2]1[C:11]2[C:6](=[CH:7][CH:8]=[C:9]([O:12][CH3:13])[CH:10]=2)[C:5]([N+:14]([O-:16])=[O:15])=[C:4]([C:17]2[CH:22]=[CH:21][C:20]([O:23][CH3:24])=[CH:19][CH:18]=2)[N:3]=1. (5) Given the reactants Br[C:2]1[CH:7]=[CH:6][C:5]([CH3:8])=[CH:4][N:3]=1.[C:9]([C:13]1[CH:14]=[CH:15][C:16]([O:22][CH3:23])=[C:17](B(O)O)[CH:18]=1)([CH3:12])([CH3:11])[CH3:10].C(=O)([O-])[O-].[K+].[K+], predict the reaction product. The product is: [C:9]([C:13]1[CH:18]=[CH:17][C:16]([O:22][CH3:23])=[C:15]([C:2]2[CH:7]=[CH:6][C:5]([CH3:8])=[CH:4][N:3]=2)[CH:14]=1)([CH3:12])([CH3:10])[CH3:11]. (6) Given the reactants C(N(CC)CC)C.[C:8](N1C=CN=C1)(N1C=CN=C1)=[O:9].[F:20][C:21]([F:34])([F:33])[O:22][C:23]1[CH:32]=[CH:31][C:26]([C:27]([NH:29][NH2:30])=[O:28])=[CH:25][CH:24]=1, predict the reaction product. The product is: [F:20][C:21]([F:33])([F:34])[O:22][C:23]1[CH:32]=[CH:31][C:26]([C:27]2[O:28][C:8](=[O:9])[NH:30][N:29]=2)=[CH:25][CH:24]=1. (7) Given the reactants [CH:1]1([N:4]([C@@H:24]([C:26]2[S:27][C:28]([C:39]3[CH:44]=[CH:43][CH:42]=[CH:41][CH:40]=3)=[C:29]([CH2:31][CH2:32][CH2:33][NH:34][C:35]([O:37][CH3:38])=[O:36])[CH:30]=2)[CH3:25])[C:5]([C@H:7]2[CH2:12][N:11](C(OC(C)(C)C)=O)[CH2:10][C@@H:9]([C:20]([O:22][CH3:23])=[O:21])[O:8]2)=[O:6])[CH2:3][CH2:2]1.N1C(C)=CC=CC=1C.FC(F)(F)S(O[Si](C)(C)C)(=O)=O.C(=O)([O-])O.[Na+], predict the reaction product. The product is: [CH:1]1([N:4]([C@@H:24]([C:26]2[S:27][C:28]([C:39]3[CH:40]=[CH:41][CH:42]=[CH:43][CH:44]=3)=[C:29]([CH2:31][CH2:32][CH2:33][NH:34][C:35]([O:37][CH3:38])=[O:36])[CH:30]=2)[CH3:25])[C:5]([C@H:7]2[CH2:12][NH:11][CH2:10][C@@H:9]([C:20]([O:22][CH3:23])=[O:21])[O:8]2)=[O:6])[CH2:3][CH2:2]1. (8) Given the reactants CC1(C)C(C)(C)OB([C:9]2[CH2:10][CH2:11][N:12]([C:15]([O:17][C:18]([CH3:21])([CH3:20])[CH3:19])=[O:16])[CH2:13][CH:14]=2)O1.Br[C:24]1[CH:25]=[C:26]2[N:45]([CH3:46])[CH:44]=[CH:43][C:27]2=[N:28][C:29]=1[C@@H:30]([NH:32][C:33](=[O:42])[O:34][CH2:35][C:36]1[CH:41]=[CH:40][CH:39]=[CH:38][CH:37]=1)[CH3:31], predict the reaction product. The product is: [CH2:35]([O:34][C:33]([NH:32][C@H:30]([C:29]1[N:28]=[C:27]2[CH:43]=[CH:44][N:45]([CH3:46])[C:26]2=[CH:25][C:24]=1[C:9]1[CH2:10][CH2:11][N:12]([C:15]([O:17][C:18]([CH3:19])([CH3:20])[CH3:21])=[O:16])[CH2:13][CH:14]=1)[CH3:31])=[O:42])[C:36]1[CH:41]=[CH:40][CH:39]=[CH:38][CH:37]=1.